The task is: Binary Classification. Given a miRNA mature sequence and a target amino acid sequence, predict their likelihood of interaction.. This data is from Experimentally validated miRNA-target interactions with 360,000+ pairs, plus equal number of negative samples. The miRNA is hsa-miR-3620-5p with sequence GUGGGCUGGGCUGGGCUGGGCC. The protein sequence of the target gene is MAAAGARPVELGFAESAPAWRLRSEQFPSKVGGRPAWLGAAGLPGPQALACELCGRPLSFLLQVYAPLPGRPDAFHRCIFLFCCREQPCCAGLRVFRNQLPRKNDFYSYEPPSENPPPETGESVCLQLKSGAHLCRVCGCLGPKTCSRCHKAYYCSKEHQTLDWRLGHKQACAQPDHLDHIIPDHNFLFPEFEIVIETEDEIMPEVVEKEDYSEIIGSMGEALEEELDSMAKHESREDKIFQKFKTQIALEPEQILRYGRGIAPIWISGENIPQEKDIPDCPCGAKRILEFQVMPQLLNY.... Result: 0 (no interaction).